From a dataset of Full USPTO retrosynthesis dataset with 1.9M reactions from patents (1976-2016). Predict the reactants needed to synthesize the given product. (1) Given the product [O:15]([C:12]1[CH:13]=[CH:14][C:9]([NH:8][C:6]2[N:7]=[C:2]([NH:31][CH2:30][CH2:28][OH:29])[CH:3]=[CH:4][CH:5]=2)=[CH:10][CH:11]=1)[C:16]1[CH:21]=[CH:20][CH:19]=[CH:18][CH:17]=1, predict the reactants needed to synthesize it. The reactants are: Cl[C:2]1[N:7]=[C:6]([NH:8][C:9]2[CH:14]=[CH:13][C:12]([O:15][C:16]3[CH:21]=[CH:20][CH:19]=[CH:18][CH:17]=3)=[CH:11][CH:10]=2)[CH:5]=[CH:4][CH:3]=1.CCOC(C)=O.[CH2:28]([CH2:30][NH2:31])[OH:29]. (2) Given the product [CH2:43]([N:24]([CH:20]([CH2:21][CH:22]=[CH2:23])[CH2:19][O:18][Si:1]([C:14]([CH3:17])([CH3:16])[CH3:15])([C:2]1[CH:7]=[CH:6][CH:5]=[CH:4][CH:3]=1)[C:8]1[CH:9]=[CH:10][CH:11]=[CH:12][CH:13]=1)[S:25]([C:28]1[CH:29]=[CH:30][C:31]([CH3:34])=[CH:32][CH:33]=1)(=[O:27])=[O:26])[CH:42]=[CH2:41], predict the reactants needed to synthesize it. The reactants are: [Si:1]([O:18][CH2:19][CH:20]([NH:24][S:25]([C:28]1[CH:33]=[CH:32][C:31]([CH3:34])=[CH:30][CH:29]=1)(=[O:27])=[O:26])[CH2:21][CH:22]=[CH2:23])([C:14]([CH3:17])([CH3:16])[CH3:15])([C:8]1[CH:13]=[CH:12][CH:11]=[CH:10][CH:9]=1)[C:2]1[CH:7]=[CH:6][CH:5]=[CH:4][CH:3]=1.C([O-])([O-])=O.[Cs+].[Cs+].[CH2:41](Br)[CH:42]=[CH2:43].